Dataset: Catalyst prediction with 721,799 reactions and 888 catalyst types from USPTO. Task: Predict which catalyst facilitates the given reaction. (1) Reactant: [CH2:1]([C:3]1[CH:9]=[C:8]([CH2:10][CH3:11])[C:7]([S:12][CH2:13][C:14]([F:17])([F:16])[F:15])=[CH:6][C:4]=1[NH2:5])[CH3:2].C(O)(=[O:20])C.[C:22](/[C:24](=[C:33](/OCC)\[CH3:34])/[C:25]([NH:27][C:28](=O)[O:29]CC)=[O:26])#[N:23]. Product: [CH2:1]([C:3]1[CH:9]=[C:8]([CH2:10][CH3:11])[C:7]([S:12]([CH2:13][C:14]([F:15])([F:17])[F:16])=[O:20])=[CH:6][C:4]=1[N:5]1[C:33]([CH3:34])=[C:24]([C:22]#[N:23])[C:25](=[O:26])[NH:27][C:28]1=[O:29])[CH3:2]. The catalyst class is: 8. (2) Reactant: [CH2:1](B1OC(C)(C)C(C)(C)O1)[C:2]1[CH:7]=[CH:6][CH:5]=[CH:4][CH:3]=1.Cl[C:18]1[CH:19]=[C:20]([C:33]2[N:38]=[C:37]([CH3:39])[N:36]=[C:35]([N:40]([CH2:50][C:51]3[CH:56]=[CH:55][C:54]([O:57][CH3:58])=[CH:53][CH:52]=3)[CH2:41][C:42]3[CH:47]=[CH:46][C:45]([O:48][CH3:49])=[CH:44][CH:43]=3)[N:34]=2)[C:21]([NH:24][C:25]2[CH:26]=[N:27][C:28]([O:31][CH3:32])=[CH:29][CH:30]=2)=[N:22][CH:23]=1.C1(P(C2CCCCC2)C2C=CC=CC=2C2C(CCC)=CC(CCC)=CC=2CCC)CCCCC1.C(=O)([O-])[O-].[Na+].[Na+]. Product: [CH2:1]([C:18]1[CH:19]=[C:20]([C:33]2[N:38]=[C:37]([CH3:39])[N:36]=[C:35]([N:40]([CH2:50][C:51]3[CH:56]=[CH:55][C:54]([O:57][CH3:58])=[CH:53][CH:52]=3)[CH2:41][C:42]3[CH:47]=[CH:46][C:45]([O:48][CH3:49])=[CH:44][CH:43]=3)[N:34]=2)[C:21]([NH:24][C:25]2[CH:26]=[N:27][C:28]([O:31][CH3:32])=[CH:29][CH:30]=2)=[N:22][CH:23]=1)[C:2]1[CH:7]=[CH:6][CH:5]=[CH:4][CH:3]=1. The catalyst class is: 552. (3) Reactant: [CH2:1]([C:4]1[C:13]2[C:8](=[CH:9][C:10]([S:24]([C:27]3[CH:32]=[CH:31][C:30]([CH3:33])=[CH:29][CH:28]=3)(=[O:26])=[O:25])=[CH:11][C:12]=2[S:14]([C:17]2[CH:22]=[CH:21][C:20]([CH3:23])=[CH:19][CH:18]=2)(=[O:16])=[O:15])[O:7][C:6](=O)[CH:5]=1)[CH2:2][CH3:3].P12(SP3(SP(SP(S3)(S1)=S)(=S)S2)=S)=[S:36]. Product: [CH2:1]([C:4]1[C:13]2[C:8](=[CH:9][C:10]([S:24]([C:27]3[CH:28]=[CH:29][C:30]([CH3:33])=[CH:31][CH:32]=3)(=[O:25])=[O:26])=[CH:11][C:12]=2[S:14]([C:17]2[CH:18]=[CH:19][C:20]([CH3:23])=[CH:21][CH:22]=2)(=[O:16])=[O:15])[O:7][C:6](=[S:36])[CH:5]=1)[CH2:2][CH3:3]. The catalyst class is: 113. (4) Reactant: [F:1][C:2]1[CH:11]=[C:10]2[C:5]([CH2:6][CH2:7][CH2:8][N:9]2[C:12]([O:14][C:15]([CH3:18])([CH3:17])[CH3:16])=[O:13])=[CH:4][CH:3]=1.[Br:19]N1C(=O)CCC1=O.O. Product: [Br:19][C:3]1[CH:4]=[C:5]2[C:10](=[CH:11][C:2]=1[F:1])[N:9]([C:12]([O:14][C:15]([CH3:18])([CH3:17])[CH3:16])=[O:13])[CH2:8][CH2:7][CH2:6]2. The catalyst class is: 2. (5) Reactant: [CH2:1]([Li])CCC.[NH:6]([C:13]1[N:18]=[C:17]([C:19]2[N:23]3[CH2:24][CH2:25][CH2:26][CH2:27][C:22]3=[N:21][CH:20]=2)[CH:16]=[CH:15][N:14]=1)[C:7]1[CH:12]=[CH:11][CH:10]=[CH:9][CH:8]=1.IC. Product: [NH:6]([C:13]1[N:18]=[C:17]([C:19]2[N:23]3[CH2:24][CH2:25][CH2:26][CH:27]([CH3:1])[C:22]3=[N:21][CH:20]=2)[CH:16]=[CH:15][N:14]=1)[C:7]1[CH:8]=[CH:9][CH:10]=[CH:11][CH:12]=1. The catalyst class is: 323. (6) Reactant: [CH3:1][O:2][C:3](=[O:17])[C:4]1[CH:12]=[C:11]([N+:13]([O-:15])=[O:14])[C:7]([C:8]([OH:10])=[O:9])=[C:6]([Br:16])[CH:5]=1.[N+](=[CH2:20])=[N-]. Product: [Br:16][C:6]1[CH:5]=[C:4]([C:3]([O:2][CH3:1])=[O:17])[CH:12]=[C:11]([N+:13]([O-:15])=[O:14])[C:7]=1[C:8]([O:10][CH3:20])=[O:9]. The catalyst class is: 5.